This data is from Full USPTO retrosynthesis dataset with 1.9M reactions from patents (1976-2016). The task is: Predict the reactants needed to synthesize the given product. Given the product [NH2:1][C:2]1[N:6]([S:26]([C:23]2[CH:22]=[CH:21][C:20]([C:19]([F:18])([F:30])[F:31])=[CH:25][CH:24]=2)(=[O:28])=[O:27])[N:5]=[C:4]([NH:7][C:8]2[CH:9]=[C:10]([Cl:17])[C:11]([C:12]#[N:13])=[C:14]([Cl:16])[CH:15]=2)[N:3]=1, predict the reactants needed to synthesize it. The reactants are: [NH2:1][C:2]1[NH:6][N:5]=[C:4]([NH:7][C:8]2[CH:15]=[C:14]([Cl:16])[C:11]([C:12]#[N:13])=[C:10]([Cl:17])[CH:9]=2)[N:3]=1.[F:18][C:19]([F:31])([F:30])[C:20]1[CH:25]=[CH:24][C:23]([S:26](Cl)(=[O:28])=[O:27])=[CH:22][CH:21]=1.CCN(CC)CC.C(Cl)Cl.